From a dataset of Catalyst prediction with 721,799 reactions and 888 catalyst types from USPTO. Predict which catalyst facilitates the given reaction. (1) Reactant: Br[CH2:2][C:3]([C:5]1[CH:6]=[C:7]2[C:12](=[CH:13][CH:14]=1)[C:11](=[O:15])[O:10][CH2:9][CH2:8]2)=[O:4].[C:16]([N:23]1[CH2:28][CH2:27][NH:26][C@H:25]([CH2:29][OH:30])[CH2:24]1)([O:18][C:19]([CH3:22])([CH3:21])[CH3:20])=[O:17].C(N(C(C)C)CC)(C)C. Product: [OH:4][C:3]1([C:5]2[CH:6]=[C:7]3[C:12](=[CH:13][CH:14]=2)[C:11](=[O:15])[O:10][CH2:9][CH2:8]3)[O:30][CH2:29][C@@H:25]2[CH2:24][N:23]([C:16]([O:18][C:19]([CH3:22])([CH3:21])[CH3:20])=[O:17])[CH2:28][CH2:27][N:26]2[CH2:2]1. The catalyst class is: 49. (2) Reactant: [CH3:1][O:2][C:3]([C:5]1[CH:6]=[C:7]([C:14]2[CH:19]=[CH:18][CH:17]=[CH:16][C:15]=2[O:20][CH3:21])[CH:8]=[C:9]([N+:11]([O-])=O)[CH:10]=1)=[O:4].C([O-])(O)=O.[Na+]. Product: [CH3:1][O:2][C:3]([C:5]1[CH:6]=[C:7]([C:14]2[CH:19]=[CH:18][CH:17]=[CH:16][C:15]=2[O:20][CH3:21])[CH:8]=[C:9]([NH2:11])[CH:10]=1)=[O:4]. The catalyst class is: 25.